The task is: Predict the product of the given reaction.. This data is from Forward reaction prediction with 1.9M reactions from USPTO patents (1976-2016). The product is: [OH:2][C:3]1[CH:4]=[CH:5][CH:6]=[C:7]2[C:12]=1[CH2:11][C@H:10]([N:13]([CH2:21][CH2:22][CH3:23])[CH2:14][CH2:15][C:16]1[S:17][CH:18]=[CH:19][CH:20]=1)[CH2:9][CH2:8]2. Given the reactants C[O:2][C:3]1[CH:4]=[CH:5][CH:6]=[C:7]2[C:12]=1[CH2:11][C@H:10]([N:13]([CH2:21][CH2:22][CH3:23])[CH2:14][CH2:15][C:16]1[S:17][CH:18]=[CH:19][CH:20]=1)[CH2:9][CH2:8]2.CN(C)CC, predict the reaction product.